Dataset: Peptide-MHC class I binding affinity with 185,985 pairs from IEDB/IMGT. Task: Regression. Given a peptide amino acid sequence and an MHC pseudo amino acid sequence, predict their binding affinity value. This is MHC class I binding data. (1) The peptide sequence is GKIKGKYSY. The MHC is HLA-A26:01 with pseudo-sequence HLA-A26:01. The binding affinity (normalized) is 0.0847. (2) The MHC is HLA-A32:01 with pseudo-sequence HLA-A32:01. The peptide sequence is RTISESNTI. The binding affinity (normalized) is 0.365. (3) The peptide sequence is LSPTVWLSVI. The MHC is Patr-B0101 with pseudo-sequence Patr-B0101. The binding affinity (normalized) is 1.00.